From a dataset of Peptide-MHC class I binding affinity with 185,985 pairs from IEDB/IMGT. Regression. Given a peptide amino acid sequence and an MHC pseudo amino acid sequence, predict their binding affinity value. This is MHC class I binding data. (1) The peptide sequence is SIIQEKLGY. The MHC is HLA-A02:06 with pseudo-sequence HLA-A02:06. The binding affinity (normalized) is 0.313. (2) The peptide sequence is GRIPVSDIF. The MHC is HLA-A02:12 with pseudo-sequence HLA-A02:12. The binding affinity (normalized) is 0.0847. (3) The peptide sequence is SEMGANFKA. The binding affinity (normalized) is 0.213. The MHC is HLA-C04:01 with pseudo-sequence HLA-C04:01. (4) The peptide sequence is IPAHPLRML. The MHC is HLA-A30:01 with pseudo-sequence HLA-A30:01. The binding affinity (normalized) is 0.0847.